Dataset: Reaction yield outcomes from USPTO patents with 853,638 reactions. Task: Predict the reaction yield, written as a fraction of the theoretical maximum amount of product (1.0 means a 100% yield; for example, 0.34 means a 34% yield). The reactants are [CH3:1][C:2]1[C:10]2[C:9](=[O:11])[NH:8][C:7]([C:12]([NH:14][CH2:15][C:16]3[CH:21]=[CH:20][CH:19]=[C:18]([CH2:22][NH:23][C:24]([C:26]4[N:30]=[CH:29][N:28](C(C5C=CC=CC=5)(C5C=CC=CC=5)C5C=CC=CC=5)[N:27]=4)=[O:25])[CH:17]=3)=[O:13])=[N:6][C:5]=2[S:4][CH:3]=1.C([SiH](CC)CC)C.FC(F)(F)C(O)=O. The catalyst is ClCCl. The product is [CH3:1][C:2]1[C:10]2[C:9](=[O:11])[NH:8][C:7]([C:12]([NH:14][CH2:15][C:16]3[CH:21]=[CH:20][CH:19]=[C:18]([CH2:22][NH:23][C:24]([C:26]4[N:30]=[CH:29][NH:28][N:27]=4)=[O:25])[CH:17]=3)=[O:13])=[N:6][C:5]=2[S:4][CH:3]=1. The yield is 0.990.